This data is from NCI-60 drug combinations with 297,098 pairs across 59 cell lines. The task is: Regression. Given two drug SMILES strings and cell line genomic features, predict the synergy score measuring deviation from expected non-interaction effect. (1) Drug 1: C1=NC2=C(N1)C(=S)N=C(N2)N. Drug 2: C1C(C(OC1N2C=NC(=NC2=O)N)CO)O. Cell line: NCIH23. Synergy scores: CSS=50.8, Synergy_ZIP=-2.88, Synergy_Bliss=-1.93, Synergy_Loewe=-4.10, Synergy_HSA=-1.66. (2) Drug 2: C(CN)CNCCSP(=O)(O)O. Synergy scores: CSS=7.21, Synergy_ZIP=-3.05, Synergy_Bliss=-7.62, Synergy_Loewe=-31.6, Synergy_HSA=-10.8. Cell line: KM12. Drug 1: CC1=C2C(C(=O)C3(C(CC4C(C3C(C(C2(C)C)(CC1OC(=O)C(C(C5=CC=CC=C5)NC(=O)OC(C)(C)C)O)O)OC(=O)C6=CC=CC=C6)(CO4)OC(=O)C)O)C)O. (3) Drug 1: CC1CCC2CC(C(=CC=CC=CC(CC(C(=O)C(C(C(=CC(C(=O)CC(OC(=O)C3CCCCN3C(=O)C(=O)C1(O2)O)C(C)CC4CCC(C(C4)OC)OCCO)C)C)O)OC)C)C)C)OC. Drug 2: C1CN(CCN1C(=O)CCBr)C(=O)CCBr. Cell line: UACC-257. Synergy scores: CSS=7.90, Synergy_ZIP=-2.47, Synergy_Bliss=-0.546, Synergy_Loewe=-1.35, Synergy_HSA=-1.26.